This data is from NCI-60 drug combinations with 297,098 pairs across 59 cell lines. The task is: Regression. Given two drug SMILES strings and cell line genomic features, predict the synergy score measuring deviation from expected non-interaction effect. (1) Drug 1: C1=C(C(=O)NC(=O)N1)N(CCCl)CCCl. Drug 2: CC1=C2C(C(=O)C3(C(CC4C(C3C(C(C2(C)C)(CC1OC(=O)C(C(C5=CC=CC=C5)NC(=O)OC(C)(C)C)O)O)OC(=O)C6=CC=CC=C6)(CO4)OC(=O)C)O)C)O. Cell line: MOLT-4. Synergy scores: CSS=63.3, Synergy_ZIP=-6.16, Synergy_Bliss=-10.9, Synergy_Loewe=-10.3, Synergy_HSA=-7.76. (2) Drug 1: C1=CC=C(C(=C1)C(C2=CC=C(C=C2)Cl)C(Cl)Cl)Cl. Drug 2: CN(C(=O)NC(C=O)C(C(C(CO)O)O)O)N=O. Cell line: OVCAR-4. Synergy scores: CSS=-0.0685, Synergy_ZIP=-1.21, Synergy_Bliss=-2.46, Synergy_Loewe=-2.16, Synergy_HSA=-2.14. (3) Drug 2: C1=C(C(=O)NC(=O)N1)F. Synergy scores: CSS=60.5, Synergy_ZIP=0.401, Synergy_Bliss=0.0911, Synergy_Loewe=-0.844, Synergy_HSA=3.35. Cell line: ACHN. Drug 1: C1CN1C2=NC(=NC(=N2)N3CC3)N4CC4. (4) Drug 1: C1CCN(CC1)CCOC2=CC=C(C=C2)C(=O)C3=C(SC4=C3C=CC(=C4)O)C5=CC=C(C=C5)O. Drug 2: C1=NC(=NC(=O)N1C2C(C(C(O2)CO)O)O)N. Cell line: HL-60(TB). Synergy scores: CSS=5.50, Synergy_ZIP=2.49, Synergy_Bliss=9.96, Synergy_Loewe=-17.6, Synergy_HSA=-3.94. (5) Drug 1: C1CN1P(=S)(N2CC2)N3CC3. Drug 2: CCC(=C(C1=CC=CC=C1)C2=CC=C(C=C2)OCCN(C)C)C3=CC=CC=C3.C(C(=O)O)C(CC(=O)O)(C(=O)O)O. Cell line: NCI-H522. Synergy scores: CSS=7.87, Synergy_ZIP=-3.58, Synergy_Bliss=-0.278, Synergy_Loewe=1.25, Synergy_HSA=1.98. (6) Drug 1: C1=CC(=CC=C1CC(C(=O)O)N)N(CCCl)CCCl.Cl. Drug 2: CCN(CC)CCCC(C)NC1=C2C=C(C=CC2=NC3=C1C=CC(=C3)Cl)OC. Cell line: SK-MEL-2. Synergy scores: CSS=12.8, Synergy_ZIP=-4.95, Synergy_Bliss=-3.83, Synergy_Loewe=-9.92, Synergy_HSA=-6.20. (7) Drug 1: CC1C(C(=O)NC(C(=O)N2CCCC2C(=O)N(CC(=O)N(C(C(=O)O1)C(C)C)C)C)C(C)C)NC(=O)C3=C4C(=C(C=C3)C)OC5=C(C(=O)C(=C(C5=N4)C(=O)NC6C(OC(=O)C(N(C(=O)CN(C(=O)C7CCCN7C(=O)C(NC6=O)C(C)C)C)C)C(C)C)C)N)C. Drug 2: C(CC(=O)O)C(=O)CN.Cl. Cell line: NCI-H522. Synergy scores: CSS=31.3, Synergy_ZIP=-5.06, Synergy_Bliss=2.20, Synergy_Loewe=-2.12, Synergy_HSA=4.04. (8) Drug 1: C1CN1C2=NC(=NC(=N2)N3CC3)N4CC4. Drug 2: C(CN)CNCCSP(=O)(O)O. Cell line: K-562. Synergy scores: CSS=45.6, Synergy_ZIP=16.1, Synergy_Bliss=17.0, Synergy_Loewe=-22.9, Synergy_HSA=15.8. (9) Drug 1: CC1=C2C(C(=O)C3(C(CC4C(C3C(C(C2(C)C)(CC1OC(=O)C(C(C5=CC=CC=C5)NC(=O)OC(C)(C)C)O)O)OC(=O)C6=CC=CC=C6)(CO4)OC(=O)C)OC)C)OC. Drug 2: CC1=CC2C(CCC3(C2CCC3(C(=O)C)OC(=O)C)C)C4(C1=CC(=O)CC4)C. Cell line: IGROV1. Synergy scores: CSS=32.7, Synergy_ZIP=3.36, Synergy_Bliss=4.87, Synergy_Loewe=-22.5, Synergy_HSA=3.77.